This data is from Forward reaction prediction with 1.9M reactions from USPTO patents (1976-2016). The task is: Predict the product of the given reaction. (1) Given the reactants [CH3:1]I.[H-].[Na+].[Cl:5][C:6]1[C:7]2[C:14]([I:15])=[CH:13][N:12]([CH2:16][C@H:17]([NH:20][C:21](=[O:27])[O:22][C:23]([CH3:26])([CH3:25])[CH3:24])[CH:18]=[CH2:19])[C:8]=2[N:9]=[CH:10][N:11]=1.O, predict the reaction product. The product is: [Cl:5][C:6]1[C:7]2[C:14]([I:15])=[CH:13][N:12]([CH2:16][C@H:17]([N:20]([CH3:1])[C:21](=[O:27])[O:22][C:23]([CH3:26])([CH3:25])[CH3:24])[CH:18]=[CH2:19])[C:8]=2[N:9]=[CH:10][N:11]=1. (2) Given the reactants [N+:1]([C:4]1[CH:9]=[CH:8][C:7]([SH:10])=[CH:6][CH:5]=1)([O-:3])=[O:2].[Br:11][C:12]1[CH:19]=[C:18](F)[CH:17]=[CH:16][C:13]=1[CH:14]=[O:15].C([O-])([O-])=O.[K+].[K+], predict the reaction product. The product is: [Br:11][C:12]1[CH:19]=[C:18]([S:10][C:7]2[CH:8]=[CH:9][C:4]([N+:1]([O-:3])=[O:2])=[CH:5][CH:6]=2)[CH:17]=[CH:16][C:13]=1[CH:14]=[O:15]. (3) Given the reactants BrC1C=CC(C)=CC=1C(O)=O.[Br:12][C:13]1[CH:22]=[C:21]2[C:16]([CH:17]=[C:18](C3C=CC=CC=3C(F)(F)F)[NH:19][C:20]2=[O:23])=[CH:15][CH:14]=1, predict the reaction product. The product is: [Br:12][C:13]1[CH:14]=[CH:15][C:16]([CH3:17])=[C:21]([CH:22]=1)[C:20]([NH:19][CH3:18])=[O:23]. (4) Given the reactants [CH2:1](I)[CH3:2].[Cl:4][C:5]1[CH:6]=[CH:7][C:8]([S:35]([CH2:38][CH3:39])(=[O:37])=[O:36])=[C:9]([CH:34]=1)[CH2:10][N:11]1[C:20](=[O:21])[C:19]2[C:14](=[CH:15][C:16]([CH2:26][N:27]3[CH2:32][CH2:31][NH:30][CH2:29][CH2:28]3)=[C:17]([C:22]([F:25])([F:24])[F:23])[CH:18]=2)[NH:13][C:12]1=[O:33].C(=O)([O-])[O-].[K+].[K+].C(OCC)(=O)C, predict the reaction product. The product is: [Cl:4][C:5]1[CH:6]=[CH:7][C:8]([S:35]([CH2:38][CH3:39])(=[O:36])=[O:37])=[C:9]([CH:34]=1)[CH2:10][N:11]1[C:20](=[O:21])[C:19]2[C:14](=[CH:15][C:16]([CH2:26][N:27]3[CH2:32][CH2:31][N:30]([CH2:1][CH3:2])[CH2:29][CH2:28]3)=[C:17]([C:22]([F:25])([F:23])[F:24])[CH:18]=2)[NH:13][C:12]1=[O:33]. (5) The product is: [F:27][C:23]1[CH:22]=[C:21]([S:18]([NH:17][C:13]2[CH:12]=[C:11]3[C:16](=[CH:15][CH:14]=2)[NH:8][N:9]=[C:10]3[CH3:28])(=[O:19])=[O:20])[CH:26]=[CH:25][CH:24]=1. Given the reactants C(OC([N:8]1[C:16]2[C:11](=[CH:12][C:13]([NH:17][S:18]([C:21]3[CH:26]=[CH:25][CH:24]=[C:23]([F:27])[CH:22]=3)(=[O:20])=[O:19])=[CH:14][CH:15]=2)[C:10]([CH3:28])=[N:9]1)=O)(C)(C)C.I[Si](C)(C)C, predict the reaction product. (6) The product is: [C:37]([O:36][C:34]([N:21]1[CH2:20][CH2:19][C:18]([C:12]2[CH:13]=[CH:14][CH:15]=[CH:16][CH:17]=2)([C:24]([OH:26])=[O:25])[CH2:23][CH2:22]1)=[O:35])([CH3:40])([CH3:39])[CH3:38]. Given the reactants CC1C=CC(S(O)(=O)=O)=CC=1.[C:12]1([C:18]2([C:24]([OH:26])=[O:25])[CH2:23][CH2:22][NH:21][CH2:20][CH2:19]2)[CH:17]=[CH:16][CH:15]=[CH:14][CH:13]=1.C(N(CC)CC)C.[C:34](O[C:34]([O:36][C:37]([CH3:40])([CH3:39])[CH3:38])=[O:35])([O:36][C:37]([CH3:40])([CH3:39])[CH3:38])=[O:35], predict the reaction product.